Dataset: Reaction yield outcomes from USPTO patents with 853,638 reactions. Task: Predict the reaction yield, written as a fraction of the theoretical maximum amount of product (1.0 means a 100% yield; for example, 0.34 means a 34% yield). (1) The reactants are [C:1]1([S:7][CH2:8][C:9]2[CH:17]=[CH:16][C:12]([C:13](O)=[O:14])=[CH:11][CH:10]=2)[CH:6]=[CH:5][CH:4]=[CH:3][CH:2]=1.CN(C)C=O.C(Cl)(=O)C([Cl:26])=O. The catalyst is ClCCl. The product is [C:1]1([S:7][CH2:8][C:9]2[CH:17]=[CH:16][C:12]([C:13]([Cl:26])=[O:14])=[CH:11][CH:10]=2)[CH:6]=[CH:5][CH:4]=[CH:3][CH:2]=1. The yield is 0.910. (2) The reactants are [H-].[Na+].CCO.[Br:6][C:7]1[CH:12]=[CH:11][C:10]([N:13]([CH3:35])[C:14]([NH:16][C:17]2[N:22]=[C:21]([O:23][CH2:24][C:25]([F:28])([F:27])[F:26])[CH:20]=[C:19]([O:29][CH2:30][C:31](F)(F)F)[N:18]=2)=[O:15])=[CH:9][CH:8]=1.C(O)(=O)C. The catalyst is CN(C=O)C. The product is [Br:6][C:7]1[CH:12]=[CH:11][C:10]([N:13]([CH3:35])[C:14]([NH:16][C:17]2[N:18]=[C:19]([O:29][CH2:30][CH3:31])[CH:20]=[C:21]([O:23][CH2:24][C:25]([F:27])([F:26])[F:28])[N:22]=2)=[O:15])=[CH:9][CH:8]=1. The yield is 0.410.